Dataset: Forward reaction prediction with 1.9M reactions from USPTO patents (1976-2016). Task: Predict the product of the given reaction. (1) Given the reactants [Cl:1][C:2]1[N:3]=[CH:4][C:5]2[CH:10]=[C:9]([CH:11](OCC)[O:12]CC)[N:8]([CH:18]3[CH2:22][CH2:21][CH2:20][CH2:19]3)[C:6]=2[N:7]=1.Cl.[OH-].[Na+].C([O-])(O)=O.[Na+], predict the reaction product. The product is: [Cl:1][C:2]1[N:3]=[CH:4][C:5]2[CH:10]=[C:9]([CH:11]=[O:12])[N:8]([CH:18]3[CH2:19][CH2:20][CH2:21][CH2:22]3)[C:6]=2[N:7]=1. (2) Given the reactants C([N:5]1[CH2:10][C:9]([CH3:12])([CH3:11])[NH:8][C:7]([CH2:15][CH3:16])([CH2:13][CH3:14])[C:6]1=[O:17])(C)(C)C.Cl.[OH-].[Na+].C(Cl)(C)(C)C, predict the reaction product. The product is: [CH2:15]([C:7]1([CH2:13][CH3:14])[NH:8][C:9]([CH3:11])([CH3:12])[CH2:10][NH:5][C:6]1=[O:17])[CH3:16]. (3) Given the reactants [OH:1][CH2:2][CH:3]1[O:8][CH2:7][C@@H:6]([NH:9][C:10](=[O:16])[O:11][C:12]([CH3:15])([CH3:14])[CH3:13])[CH2:5][CH2:4]1.[CH3:17][S:18](Cl)(=[O:20])=[O:19], predict the reaction product. The product is: [CH3:17][S:18]([O:1][CH2:2][CH:3]1[CH2:4][CH2:5][C@H:6]([NH:9][C:10]([O:11][C:12]([CH3:13])([CH3:15])[CH3:14])=[O:16])[CH2:7][O:8]1)(=[O:20])=[O:19]. (4) Given the reactants I[C:2]1[C:7]([O:8][C:9]2[C:18]3[C:13](=[CH:14][C:15]([O:21][CH3:22])=[C:16]([O:19][CH3:20])[CH:17]=3)[N:12]=[CH:11][CH:10]=2)=[CH:6][CH:5]=[C:4]([CH3:23])[N:3]=1.[CH3:24][C:25]1[CH:30]=[CH:29][C:28](B(O)O)=[CH:27][CH:26]=1.C(=O)([O-])O.[Na+], predict the reaction product. The product is: [CH3:20][O:19][C:16]1[CH:17]=[C:18]2[C:13](=[CH:14][C:15]=1[O:21][CH3:22])[N:12]=[CH:11][CH:10]=[C:9]2[O:8][C:7]1[C:2]([C:28]2[CH:29]=[CH:30][C:25]([CH3:24])=[CH:26][CH:27]=2)=[N:3][C:4]([CH3:23])=[CH:5][CH:6]=1. (5) The product is: [Br:1][C:2]1[CH:14]=[N:13][C:12]2[C:11]3[C:10]([F:48])=[CH:9][C:8]([S:15]([CH3:18])(=[O:17])=[O:16])=[CH:7][C:6]=3[N:5]([CH:19]([CH:26]3[CH2:31][CH2:30][C:29]([F:33])([F:32])[CH2:28][CH2:27]3)[C:20]3[CH:25]=[CH:24][CH:23]=[CH:22][CH:21]=3)[C:4]=2[CH:3]=1. Given the reactants [Br:1][C:2]1[CH:14]=[N:13][C:12]2[C:11]3[CH:10]=[CH:9][C:8]([S:15]([CH3:18])(=[O:17])=[O:16])=[CH:7][C:6]=3[N:5]([CH:19]([CH:26]3[CH2:31][CH2:30][C:29]([F:33])([F:32])[CH2:28][CH2:27]3)[C:20]3[CH:25]=[CH:24][CH:23]=[CH:22][CH:21]=3)[C:4]=2[CH:3]=1.BrC1C=NC2C3C([F:48])=CC(S(C)(=O)=O)=CC=3NC=2C=1, predict the reaction product. (6) Given the reactants [NH2:1][CH2:2][CH2:3][CH2:4][N:5]1[CH2:10][CH2:9][CH:8]([C:11]2[CH:12]=[C:13]([NH:17][C:18](=[O:22])[CH:19]([CH3:21])[CH3:20])[CH:14]=[CH:15][CH:16]=2)[CH2:7][CH2:6]1.[F:23][C:24]1[CH:29]=[CH:28][C:27]([N:30]=[C:31]=[O:32])=[CH:26][CH:25]=1, predict the reaction product. The product is: [F:23][C:24]1[CH:29]=[CH:28][C:27]([NH:30][C:31]([NH:1][CH2:2][CH2:3][CH2:4][N:5]2[CH2:10][CH2:9][CH:8]([C:11]3[CH:12]=[C:13]([NH:17][C:18](=[O:22])[CH:19]([CH3:20])[CH3:21])[CH:14]=[CH:15][CH:16]=3)[CH2:7][CH2:6]2)=[O:32])=[CH:26][CH:25]=1.